Dataset: Forward reaction prediction with 1.9M reactions from USPTO patents (1976-2016). Task: Predict the product of the given reaction. (1) Given the reactants [C@]12(CS(O)(=O)=O)C(C)(C)C(CC1)CC2=O.[NH2:16][C:17]1[CH:45]=[CH:44][C:20]([O:21][C:22]2[N:27]=[CH:26][N:25]=[C:24]([NH:28][C:29](=[O:43])[N:30]([CH:32]3[CH2:37][CH2:36][N:35]([CH2:38][CH2:39][N:40]([CH3:42])[CH3:41])[CH2:34][CH2:33]3)[CH3:31])[CH:23]=2)=[C:19]([F:46])[CH:18]=1.[F:47][C:48]1[CH:53]=[CH:52][C:51]([CH2:54][C:55]([N:57]=[C:58]=[S:59])=[O:56])=[CH:50][CH:49]=1, predict the reaction product. The product is: [CH3:41][N:40]([CH3:42])[CH2:39][CH2:38][N:35]1[CH2:36][CH2:37][CH:32]([N:30]([CH3:31])[C:29]([NH:28][C:24]2[CH:23]=[C:22]([O:21][C:20]3[CH:44]=[CH:45][C:17]([NH:16][C:58]([NH:57][C:55](=[O:56])[CH2:54][C:51]4[CH:52]=[CH:53][C:48]([F:47])=[CH:49][CH:50]=4)=[S:59])=[CH:18][C:19]=3[F:46])[N:27]=[CH:26][N:25]=2)=[O:43])[CH2:33][CH2:34]1. (2) Given the reactants [CH2:1]([N:8]1[CH2:13][CH2:12][CH:11]([NH2:14])[CH2:10][CH2:9]1)[C:2]1[CH:7]=[CH:6][CH:5]=[CH:4][CH:3]=1.[CH2:15]([N:17]([CH2:27][CH3:28])[C:18](=[O:26])[C:19]1[CH:24]=[CH:23][C:22](Br)=[CH:21][CH:20]=1)[CH3:16].C1C=CC(P(C2C(C3C(P(C4C=CC=CC=4)C4C=CC=CC=4)=CC=C4C=3C=CC=C4)=C3C(C=CC=C3)=CC=2)C2C=CC=CC=2)=CC=1.CC(C)([O-])C.[Na+], predict the reaction product. The product is: [CH2:1]([N:8]1[CH2:13][CH2:12][CH:11]([NH:14][C:22]2[CH:23]=[CH:24][C:19]([C:18]([N:17]([CH2:15][CH3:16])[CH2:27][CH3:28])=[O:26])=[CH:20][CH:21]=2)[CH2:10][CH2:9]1)[C:2]1[CH:3]=[CH:4][CH:5]=[CH:6][CH:7]=1. (3) Given the reactants [Cl:1][C:2]1[CH:23]=[C:22]([Cl:24])[CH:21]=[CH:20][C:3]=1[O:4][CH2:5][C:6]1[CH:7]=[C:8]([CH2:16][CH2:17][CH2:18][OH:19])[CH:9]=[C:10]([O:12][CH:13]([CH3:15])[CH3:14])[CH:11]=1.[CH2:25]([N:27]1[C:31]([CH2:32][CH2:33][C:34]([O:36]CC)=[O:35])=[CH:30][C:29](O)=[N:28]1)[CH3:26].C(P(CCCC)CCCC)CCC.N(C(N1CCCCC1)=O)=NC(N1CCCCC1)=O.O1CCCC1CCO.[OH-].[Na+].Cl, predict the reaction product. The product is: [Cl:1][C:2]1[CH:23]=[C:22]([Cl:24])[CH:21]=[CH:20][C:3]=1[O:4][CH2:5][C:6]1[CH:7]=[C:8]([CH2:16][CH2:17][CH2:18][O:19][C:29]2[CH:30]=[C:31]([CH2:32][CH2:33][C:34]([OH:36])=[O:35])[N:27]([CH2:25][CH3:26])[N:28]=2)[CH:9]=[C:10]([O:12][CH:13]([CH3:15])[CH3:14])[CH:11]=1. (4) Given the reactants [CH3:1][O:2][C:3]1[CH:4]=[C:5]([NH2:11])[CH:6]=[C:7]([O:9][CH3:10])[CH:8]=1.[CH3:12][C:13](OC(C)=O)=[O:14].CCCCCC, predict the reaction product. The product is: [CH3:10][O:9][C:7]1[CH:6]=[C:5]([NH:11][C:13](=[O:14])[CH3:12])[CH:4]=[C:3]([O:2][CH3:1])[CH:8]=1. (5) The product is: [Cl:18][C:10]1[C:11]2[C:6](=[CH:5][CH:4]=[C:3]([C:2]([F:15])([F:14])[F:1])[CH:12]=2)[CH:7]=[N:8][N:9]=1. Given the reactants [F:1][C:2]([F:15])([F:14])[C:3]1[CH:12]=[C:11]2[C:6]([CH:7]=[N:8][N:9]=[C:10]2O)=[CH:5][CH:4]=1.O=P(Cl)(Cl)[Cl:18], predict the reaction product. (6) Given the reactants [F:1][C:2]1[C:7]([O:8][CH3:9])=[CH:6][C:5]([O:10][CH3:11])=[C:4]([F:12])[C:3]=1[C:13]1[N:18]=[CH:17][C:16]2[C:19](I)=[N:20][N:21](C3CCCCO3)[C:15]=2[CH:14]=1.O1CCCCC1[O:35][CH2:36][CH2:37][N:38]1[CH:42]=[C:41](B2OC(C)(C)C(C)(C)O2)[CH:40]=[N:39]1, predict the reaction product. The product is: [F:1][C:2]1[C:7]([O:8][CH3:9])=[CH:6][C:5]([O:10][CH3:11])=[C:4]([F:12])[C:3]=1[C:13]1[N:18]=[CH:17][C:16]2[C:19]([C:41]3[CH:40]=[N:39][N:38]([CH2:37][CH2:36][OH:35])[CH:42]=3)=[N:20][NH:21][C:15]=2[CH:14]=1. (7) Given the reactants [F:1][C:2]1[CH:18]=[CH:17][C:5]2[C:6]([CH:9]3[CH2:14][CH2:13][N:12](C=O)[CH2:11][CH2:10]3)=[N:7][S:8][C:4]=2[CH:3]=1.Cl.C(O)C.[OH-].[Na+], predict the reaction product. The product is: [F:1][C:2]1[CH:18]=[CH:17][C:5]2[C:6]([CH:9]3[CH2:10][CH2:11][NH:12][CH2:13][CH2:14]3)=[N:7][S:8][C:4]=2[CH:3]=1. (8) Given the reactants Br[C:2]1[N:6]2[CH2:7][CH2:8][N:9]([C:11]([C:13]3[CH:18]=[CH:17][CH:16]=[C:15]([C:19]([F:22])([F:21])[F:20])[C:14]=3[Cl:23])=[O:12])[CH2:10][C:5]2=[N:4][N:3]=1.[NH:24]1[CH2:29][CH2:28][O:27][CH2:26][CH2:25]1, predict the reaction product. The product is: [Cl:23][C:14]1[C:15]([C:19]([F:22])([F:21])[F:20])=[CH:16][CH:17]=[CH:18][C:13]=1[C:11]([N:9]1[CH2:8][CH2:7][N:6]2[C:2]([N:24]3[CH2:29][CH2:28][O:27][CH2:26][CH2:25]3)=[N:3][N:4]=[C:5]2[CH2:10]1)=[O:12]. (9) Given the reactants O[C:2]1[N:7]2[N:8]=[CH:9][CH:10]=[C:6]2[N:5]=[CH:4][C:3]=1[C:11]([O:13][CH2:14][CH3:15])=[O:12].[Cl:16][C:17]1[CH:23]=[CH:22][C:21]([F:24])=[CH:20][C:18]=1[NH2:19], predict the reaction product. The product is: [Cl:16][C:17]1[CH:23]=[CH:22][C:21]([F:24])=[CH:20][C:18]=1[NH:19][C:2]1[N:7]2[N:8]=[CH:9][CH:10]=[C:6]2[N:5]=[CH:4][C:3]=1[C:11]([O:13][CH2:14][CH3:15])=[O:12].